From a dataset of CYP2D6 inhibition data for predicting drug metabolism from PubChem BioAssay. Regression/Classification. Given a drug SMILES string, predict its absorption, distribution, metabolism, or excretion properties. Task type varies by dataset: regression for continuous measurements (e.g., permeability, clearance, half-life) or binary classification for categorical outcomes (e.g., BBB penetration, CYP inhibition). Dataset: cyp2d6_veith. The drug is N#CCCCC[N+]12CN3CN(CN(C3)C1)C2. The result is 0 (non-inhibitor).